Dataset: NCI-60 drug combinations with 297,098 pairs across 59 cell lines. Task: Regression. Given two drug SMILES strings and cell line genomic features, predict the synergy score measuring deviation from expected non-interaction effect. Drug 1: COC1=NC(=NC2=C1N=CN2C3C(C(C(O3)CO)O)O)N. Drug 2: CC(C)(C#N)C1=CC(=CC(=C1)CN2C=NC=N2)C(C)(C)C#N. Cell line: K-562. Synergy scores: CSS=38.8, Synergy_ZIP=15.9, Synergy_Bliss=17.5, Synergy_Loewe=11.9, Synergy_HSA=11.4.